This data is from hERG potassium channel inhibition data for cardiac toxicity prediction from Karim et al.. The task is: Regression/Classification. Given a drug SMILES string, predict its toxicity properties. Task type varies by dataset: regression for continuous values (e.g., LD50, hERG inhibition percentage) or binary classification for toxic/non-toxic outcomes (e.g., AMES mutagenicity, cardiotoxicity, hepatotoxicity). Dataset: herg_karim. The drug is NC1CN(c2ccn3cnnc3n2)CCC1c1cc(F)c(F)cc1F. The result is 0 (non-blocker).